The task is: Predict the reactants needed to synthesize the given product.. This data is from Full USPTO retrosynthesis dataset with 1.9M reactions from patents (1976-2016). (1) Given the product [BrH:14].[Br:14][CH2:11][C:3]1[N:2]([CH3:1])[C:6]2[CH:7]=[CH:8][CH:9]=[CH:10][C:5]=2[N:4]=1, predict the reactants needed to synthesize it. The reactants are: [CH3:1][N:2]1[C:6]2[CH:7]=[CH:8][CH:9]=[CH:10][C:5]=2[N:4]=[C:3]1[CH2:11]O.P(Br)(Br)[Br:14]. (2) Given the product [Cl:1][C:2]1[CH:3]=[CH:4][C:5]([CH2:8][C@@H:9]([NH:29][C:30]([CH:32]2[CH2:37][CH2:36][CH2:35][CH2:34][N:33]2[CH3:39])=[O:31])[C:10]([N:12]2[CH2:13][CH2:14][N:15]([C:18]3[CH:23]=[CH:22][CH:21]=[CH:20][C:19]=3[NH:24][S:25]([CH3:28])(=[O:27])=[O:26])[CH2:16][CH2:17]2)=[O:11])=[CH:6][CH:7]=1, predict the reactants needed to synthesize it. The reactants are: [Cl:1][C:2]1[CH:7]=[CH:6][C:5]([CH2:8][C@@H:9]([NH:29][C:30]([CH:32]2[CH2:37][CH2:36][CH2:35][CH2:34][NH:33]2)=[O:31])[C:10]([N:12]2[CH2:17][CH2:16][N:15]([C:18]3[CH:23]=[CH:22][CH:21]=[CH:20][C:19]=3[NH:24][S:25]([CH3:28])(=[O:27])=[O:26])[CH2:14][CH2:13]2)=[O:11])=[CH:4][CH:3]=1.F[C:39](F)(F)C([O-])=O.CCN(C(C)C)C(C)C.C=O.[BH-](OC(C)=O)(OC(C)=O)OC(C)=O.[Na+]. (3) Given the product [C:28]([NH:24][C:3]1[CH:4]=[C:5]([CH2:8][C@H:9]([NH:13][S:14]([C:17]2[CH:22]=[CH:21][C:20]([CH3:23])=[CH:19][CH:18]=2)(=[O:16])=[O:15])[C:10]([OH:12])=[O:11])[CH:6]=[CH:7][C:2]=1[OH:1])(=[O:29])[CH3:27], predict the reactants needed to synthesize it. The reactants are: [OH:1][C:2]1[CH:7]=[CH:6][C:5]([CH2:8][C@H:9]([NH:13][S:14]([C:17]2[CH:22]=[CH:21][C:20]([CH3:23])=[CH:19][CH:18]=2)(=[O:16])=[O:15])[C:10]([OH:12])=[O:11])=[CH:4][C:3]=1[N+:24]([O-])=O.[CH3:27][CH2:28][O:29]C(C)=O. (4) Given the product [NH2:1][C:2]1[C:11]2[C:6](=[C:7]([C:21]3[CH:22]=[CH:23][C:24]([CH3:26])=[CH:25][C:20]=3[F:19])[CH:8]=[CH:9][CH:10]=2)[N:5]=[N:4][C:3]=1[C:13]([NH:15][CH2:16][CH2:17][CH3:18])=[O:14], predict the reactants needed to synthesize it. The reactants are: [NH2:1][C:2]1[C:11]2[C:6](=[C:7](Br)[CH:8]=[CH:9][CH:10]=2)[N:5]=[N:4][C:3]=1[C:13]([NH:15][CH2:16][CH2:17][CH3:18])=[O:14].[F:19][C:20]1[CH:25]=[C:24]([CH3:26])[CH:23]=[CH:22][C:21]=1B(O)O.